Dataset: Full USPTO retrosynthesis dataset with 1.9M reactions from patents (1976-2016). Task: Predict the reactants needed to synthesize the given product. Given the product [C:1]([C:5]1[CH:9]=[C:8]([NH:10][C:38](=[O:39])[O:37][C:31]2[CH:36]=[CH:35][CH:34]=[CH:33][CH:32]=2)[N:7]([C:11]2[CH:16]=[CH:15][CH:14]=[C:13]([O:17][Si:18]([C:21]([CH3:24])([CH3:23])[CH3:22])([CH3:19])[CH3:20])[CH:12]=2)[N:6]=1)([CH3:4])([CH3:2])[CH3:3], predict the reactants needed to synthesize it. The reactants are: [C:1]([C:5]1[CH:9]=[C:8]([NH2:10])[N:7]([C:11]2[CH:16]=[CH:15][CH:14]=[C:13]([O:17][Si:18]([C:21]([CH3:24])([CH3:23])[CH3:22])([CH3:20])[CH3:19])[CH:12]=2)[N:6]=1)([CH3:4])([CH3:3])[CH3:2].N1C=CC=CC=1.[C:31]1([O:37][C:38](Cl)=[O:39])[CH:36]=[CH:35][CH:34]=[CH:33][CH:32]=1.